This data is from NCI-60 drug combinations with 297,098 pairs across 59 cell lines. The task is: Regression. Given two drug SMILES strings and cell line genomic features, predict the synergy score measuring deviation from expected non-interaction effect. Drug 1: CCCCC(=O)OCC(=O)C1(CC(C2=C(C1)C(=C3C(=C2O)C(=O)C4=C(C3=O)C=CC=C4OC)O)OC5CC(C(C(O5)C)O)NC(=O)C(F)(F)F)O. Drug 2: C1CN(P(=O)(OC1)NCCCl)CCCl. Cell line: SN12C. Synergy scores: CSS=19.7, Synergy_ZIP=0.649, Synergy_Bliss=3.60, Synergy_Loewe=-33.4, Synergy_HSA=0.961.